From a dataset of Forward reaction prediction with 1.9M reactions from USPTO patents (1976-2016). Predict the product of the given reaction. Given the reactants [OH:1]/[N:2]=[C:3](\[NH2:17])/[C:4]1[CH:9]=[CH:8][C:7]([O:10][C:11]2[CH:12]=[N:13][CH:14]=[CH:15][CH:16]=2)=[CH:6][CH:5]=1.CN(C)N1C=CC=CC1.[CH2:27]([O:34][C:35]1[CH:43]=[CH:42][C:38]([C:39](Cl)=O)=[CH:37][CH:36]=1)[C:28]1[CH:33]=[CH:32][CH:31]=[CH:30][CH:29]=1, predict the reaction product. The product is: [CH2:27]([O:34][C:35]1[CH:36]=[CH:37][C:38]([C:39]2[O:1][N:2]=[C:3]([C:4]3[CH:5]=[CH:6][C:7]([O:10][C:11]4[CH:12]=[N:13][CH:14]=[CH:15][CH:16]=4)=[CH:8][CH:9]=3)[N:17]=2)=[CH:42][CH:43]=1)[C:28]1[CH:29]=[CH:30][CH:31]=[CH:32][CH:33]=1.